Predict the reactants needed to synthesize the given product. From a dataset of Full USPTO retrosynthesis dataset with 1.9M reactions from patents (1976-2016). (1) Given the product [Cl:23][C:20]1[CH:21]=[CH:22][C:17]([C:9]2[NH:8][C:16]3[C:11]([CH:10]=2)=[CH:12][CH:13]=[CH:14][CH:15]=3)=[CH:18][C:19]=1[NH:24][S:25]([C:28]1[CH:33]=[CH:32][CH:31]=[CH:30][CH:29]=1)(=[O:27])=[O:26], predict the reactants needed to synthesize it. The reactants are: C(OC([N:8]1[C:16]2[C:11](=[CH:12][CH:13]=[CH:14][CH:15]=2)[CH:10]=[C:9]1[C:17]1[CH:22]=[CH:21][C:20]([Cl:23])=[C:19]([NH:24][S:25]([C:28]2[CH:33]=[CH:32][CH:31]=[CH:30][CH:29]=2)(=[O:27])=[O:26])[CH:18]=1)=O)(C)(C)C. (2) Given the product [NH2:8][C@H:9]([CH2:15][CH:16]1[CH2:17][CH2:18][CH2:19][CH2:20][CH2:21]1)[CH:10]([OH:14])[C:11]([NH:59][NH:58][CH2:51][C:52]1[CH:57]=[CH:56][CH:55]=[CH:54][CH:53]=1)=[O:13], predict the reactants needed to synthesize it. The reactants are: C(OC([NH:8][C@H:9]([CH2:15][CH:16]1[CH2:21][CH2:20][CH2:19][CH2:18][CH2:17]1)[CH:10]([OH:14])[C:11]([OH:13])=O)=O)(C)(C)C.O.ON1C2C=CC=CC=2N=N1.CN1CCOCC1.C(N=C=NC(C)C)(C)C.Cl.Cl.[CH2:51]([NH:58][NH2:59])[C:52]1[CH:57]=[CH:56][CH:55]=[CH:54][CH:53]=1. (3) Given the product [F:17][C:14]1[CH:15]=[CH:16][C:11]([C:4]2[S:3][C:2]([NH:1][CH:21]3[CH2:22][CH2:23][O:18][CH2:19][CH2:20]3)=[C:6]([C:7]([O:9][CH3:10])=[O:8])[CH:5]=2)=[CH:12][CH:13]=1, predict the reactants needed to synthesize it. The reactants are: [NH2:1][C:2]1[S:3][C:4]([C:11]2[CH:16]=[CH:15][C:14]([F:17])=[CH:13][CH:12]=2)=[CH:5][C:6]=1[C:7]([O:9][CH3:10])=[O:8].[O:18]1[CH2:23][CH2:22][C:21](=O)[CH2:20][CH2:19]1.C(O[BH-](OC(=O)C)OC(=O)C)(=O)C.[Na+].C(=O)([O-])[O-].[Na+].[Na+]. (4) Given the product [Cl:1][C:2]1[CH:3]=[CH:4][C:5]([OH:11])=[C:6]([CH:10]=1)[C:7]([NH:15][C:14]1[CH:16]=[C:17]([C:20]([F:21])([F:22])[F:23])[CH:18]=[CH:19][C:13]=1[CH3:12])=[O:9], predict the reactants needed to synthesize it. The reactants are: [Cl:1][C:2]1[CH:10]=[C:6]([C:7]([OH:9])=O)[C:5]([OH:11])=[CH:4][CH:3]=1.[CH3:12][C:13]1[CH:19]=[CH:18][C:17]([C:20]([F:23])([F:22])[F:21])=[CH:16][C:14]=1[NH2:15].